Dataset: Full USPTO retrosynthesis dataset with 1.9M reactions from patents (1976-2016). Task: Predict the reactants needed to synthesize the given product. (1) The reactants are: [CH2:1]([N:8]([C:20]([O:22][C:23]([CH3:26])([CH3:25])[CH3:24])=[O:21])[CH2:9][CH2:10][C:11]1[CH:16]=[CH:15][C:14](B(O)O)=[CH:13][CH:12]=1)[C:2]1[CH:7]=[CH:6][CH:5]=[CH:4][CH:3]=1.[N+:27]([C:30]1[CH:31]=[C:32]([CH:37]=[CH:38][C:39]=1OS(C(F)(F)F)(=O)=O)[C:33]([O:35][CH3:36])=[O:34])([O-:29])=[O:28].C(=O)([O-])[O-].[Na+].[Na+]. Given the product [CH2:1]([N:8]([C:20]([O:22][C:23]([CH3:26])([CH3:25])[CH3:24])=[O:21])[CH2:9][CH2:10][C:11]1[CH:16]=[CH:15][C:14]([C:39]2[CH:38]=[CH:37][C:32]([C:33]([O:35][CH3:36])=[O:34])=[CH:31][C:30]=2[N+:27]([O-:29])=[O:28])=[CH:13][CH:12]=1)[C:2]1[CH:7]=[CH:6][CH:5]=[CH:4][CH:3]=1, predict the reactants needed to synthesize it. (2) Given the product [Cl:1][C:2]1[C:3]2[N:4]([C:23]([CH2:24][C:25]([F:28])([F:27])[F:26])=[N:22][N:21]=2)[N:5]=[CH:6][C:7]=1[N:8]1[CH2:13][CH2:12][CH:11]([C:14]2[CH:19]=[CH:18][CH:17]=[CH:16][C:15]=2[F:20])[CH2:10][CH2:9]1, predict the reactants needed to synthesize it. The reactants are: [Cl:1][C:2]1[C:7]([N:8]2[CH2:13][CH2:12][CH:11]([C:14]3[CH:19]=[CH:18][CH:17]=[CH:16][C:15]=3[F:20])[CH2:10][CH2:9]2)=[CH:6][N:5]=[N:4][C:3]=1[NH:21][NH:22][C:23](=O)[CH2:24][C:25]([F:28])([F:27])[F:26].P(Cl)(Cl)(Cl)=O. (3) The reactants are: [C:1]1([CH:7]([CH3:10])[CH:8]=[O:9])[CH:6]=[CH:5][CH:4]=[CH:3][CH:2]=1.[CH2:11](O)[CH:12]=[CH2:13].C1(C)C=CC(S(O)(=O)=O)=CC=1.C([O-])(O)=O.[Na+]. Given the product [CH3:10][C:7]([C:1]1[CH:6]=[CH:5][CH:4]=[CH:3][CH:2]=1)([CH2:13][CH:12]=[CH2:11])[CH:8]=[O:9], predict the reactants needed to synthesize it. (4) Given the product [CH2:23]([O:25][C:26]([C:27]1[C:28]([CH2:29][CH3:30])=[N:14][N:15]2[CH:20]=[CH:19][CH:18]=[C:17]([CH2:21][OH:22])[C:16]=12)=[O:31])[CH3:24], predict the reactants needed to synthesize it. The reactants are: CC1C=C(C)C=C(C)C=1S([O-])(=O)=O.[NH2:14][N+:15]1[CH:20]=[CH:19][CH:18]=[C:17]([CH2:21][OH:22])[CH:16]=1.[CH2:23]([O:25][C:26](=[O:31])[C:27]#[C:28][CH2:29][CH3:30])[CH3:24]. (5) Given the product [CH3:34][C:33]([CH3:36])([CH3:35])[C:32]([O:31][C:28]1[CH:27]=[CH:26][C:25]([C:12]([C:9]2[CH:8]=[CH:7][C:6]([O:5][C:3](=[O:4])[C:2]([CH3:38])([CH3:1])[CH3:39])=[CH:11][CH:10]=2)=[C:13]([C:18]2[CH:23]=[CH:22][CH:21]=[C:20]([O:24][CH2:49][CH2:50][N:51]3[CH2:55][CH2:54][CH2:53][CH2:52]3)[CH:19]=2)[CH2:14][CH2:15][CH2:16][CH3:17])=[CH:30][CH:29]=1)=[O:37], predict the reactants needed to synthesize it. The reactants are: [CH3:1][C:2]([CH3:39])([CH3:38])[C:3]([O:5][C:6]1[CH:11]=[CH:10][C:9]([C:12]([C:25]2[CH:30]=[CH:29][C:28]([O:31][C:32](=[O:37])[C:33]([CH3:36])([CH3:35])[CH3:34])=[CH:27][CH:26]=2)=[C:13]([C:18]2[CH:23]=[CH:22][CH:21]=[C:20]([OH:24])[CH:19]=2)[CH2:14][CH2:15][CH2:16][CH3:17])=[CH:8][CH:7]=1)=[O:4].C([O-])([O-])=O.[K+].[K+].O.Cl.Cl[CH2:49][CH2:50][N:51]1[CH2:55][CH2:54][CH2:53][CH2:52]1.